Task: Predict the reaction yield, written as a fraction of the theoretical maximum amount of product (1.0 means a 100% yield; for example, 0.34 means a 34% yield).. Dataset: Reaction yield outcomes from USPTO patents with 853,638 reactions The product is [C:23]1([C:12]2[C:13]([CH2:18][OH:19])=[CH:14][CH:15]=[CH:16][CH:17]=2)[C:24]([CH2:29][OH:30])=[CH:25][CH:26]=[CH:27][CH:28]=1. The reactants are [H-].[H-].[H-].[H-].[Li+].[Al+3].C(OCC)C.[C:12]1([C:23]2[C:24]([C:29](OCC)=[O:30])=[CH:25][CH:26]=[CH:27][CH:28]=2)[C:13]([C:18](OCC)=[O:19])=[CH:14][CH:15]=[CH:16][CH:17]=1. The catalyst is O. The yield is 0.750.